From a dataset of Forward reaction prediction with 1.9M reactions from USPTO patents (1976-2016). Predict the product of the given reaction. (1) Given the reactants [C:1]1([S:7]([C:10]([CH:29]2[CH2:41][C:32]3[NH:33][C:34]4[CH:35]=[CH:36][C:37]([Cl:40])=[CH:38][C:39]=4[C:31]=3[CH2:30]2)([F:28])[C:11]2[O:15][N:14]=[C:13]([CH2:16][N:17]3C(=O)C4C(=CC=CC=4)C3=O)[N:12]=2)(=[O:9])=[O:8])[CH:6]=[CH:5][CH:4]=[CH:3][CH:2]=1.NN, predict the reaction product. The product is: [C:1]1([S:7]([C:10]([CH:29]2[CH2:41][C:32]3[NH:33][C:34]4[CH:35]=[CH:36][C:37]([Cl:40])=[CH:38][C:39]=4[C:31]=3[CH2:30]2)([F:28])[C:11]2[O:15][N:14]=[C:13]([CH2:16][NH2:17])[N:12]=2)(=[O:9])=[O:8])[CH:2]=[CH:3][CH:4]=[CH:5][CH:6]=1. (2) Given the reactants [F:1][C:2]1[CH:3]=[C:4]([C:8]#[C:9][C:10]2[CH:15]=[N:14][CH:13]=[C:12]([CH3:16])[N:11]=2)[CH:5]=[CH:6][CH:7]=1.C(Cl)[Cl:18], predict the reaction product. The product is: [ClH:18].[F:1][C:2]1[CH:3]=[C:4]([C:8]#[C:9][C:10]2[CH:15]=[N:14][CH:13]=[C:12]([CH3:16])[N:11]=2)[CH:5]=[CH:6][CH:7]=1. (3) Given the reactants C(O[BH-](OC(=O)C)OC(=O)C)(=O)C.[Na+].[Cl:15][C:16]1[CH:17]=[CH:18][C:19]([S:45]([CH2:48][CH3:49])(=[O:47])=[O:46])=[C:20]([CH:44]=1)[NH:21][N:22]1[C:31](=[O:32])[C:30]2[C:25](=[CH:26][C:27]([CH2:37][N:38]3[CH2:43][CH2:42][NH:41][CH2:40][CH2:39]3)=[C:28]([C:33]([F:36])([F:35])[F:34])[CH:29]=2)[N:24]=[CH:23]1.[CH3:50][C:51]([CH3:53])=O.C(=O)(O)[O-].[Na+], predict the reaction product. The product is: [Cl:15][C:16]1[CH:17]=[CH:18][C:19]([S:45]([CH2:48][CH3:49])(=[O:46])=[O:47])=[C:20]([CH:44]=1)[NH:21][N:22]1[C:31](=[O:32])[C:30]2[C:25](=[CH:26][C:27]([CH2:37][N:38]3[CH2:39][CH2:40][N:41]([CH:51]([CH3:53])[CH3:50])[CH2:42][CH2:43]3)=[C:28]([C:33]([F:36])([F:35])[F:34])[CH:29]=2)[N:24]=[CH:23]1.